This data is from Reaction yield outcomes from USPTO patents with 853,638 reactions. The task is: Predict the reaction yield, written as a fraction of the theoretical maximum amount of product (1.0 means a 100% yield; for example, 0.34 means a 34% yield). (1) The reactants are [C:1]([O:4][C@@H:5]1[C@H:11]([O:12][CH2:13][C:14]2[CH:19]=[CH:18][CH:17]=[CH:16][CH:15]=2)[C@@:10]([CH2:29][O:30][S:31]([CH3:34])(=[O:33])=[O:32])([CH2:20][O:21][CH2:22][C:23]2[CH:28]=[CH:27][CH:26]=[CH:25][CH:24]=2)[O:9][CH:6]1OC)(=[O:3])[CH3:2].[C:35]1([S:41][Si](C)(C)C)[CH:40]=[CH:39][CH:38]=[CH:37][CH:36]=1.O([Si](C)(C)C)S(C(F)(F)F)(=O)=O. The catalyst is ClCCl. The product is [C:1]([O:4][C@@H:5]1[C@H:11]([O:12][CH2:13][C:14]2[CH:19]=[CH:18][CH:17]=[CH:16][CH:15]=2)[C@@:10]([CH2:29][O:30][S:31]([CH3:34])(=[O:33])=[O:32])([CH2:20][O:21][CH2:22][C:23]2[CH:24]=[CH:25][CH:26]=[CH:27][CH:28]=2)[O:9][C@H:6]1[S:41][C:35]1[CH:40]=[CH:39][CH:38]=[CH:37][CH:36]=1)(=[O:3])[CH3:2]. The yield is 0.660. (2) The reactants are C([N:4]1[C:12]2[CH:11]=[C:10]3[C:13](=O)[C:14](=[O:16])[NH:15][C:9]3=[CH:8][C:7]=2[CH2:6][CH2:5]1)(=O)C.[CH:18]1[C:23]([NH:24][NH2:25])=[CH:22][CH:21]=[C:20]([S:26]([NH2:29])(=[O:28])=[O:27])[CH:19]=1.Cl.[BrH:31]. The catalyst is O.CCO. The product is [BrH:31].[O:16]=[C:14]1[NH:15][C:9]2=[CH:8][C:7]3[CH2:6][CH2:5][NH:4][C:12]=3[CH:11]=[C:10]2[C:13]1=[N:25][NH:24][C:23]1[CH:22]=[CH:21][C:20]([S:26]([NH2:29])(=[O:27])=[O:28])=[CH:19][CH:18]=1. The yield is 0.170. (3) The reactants are [N:1]1([C:15]([O:17][CH2:18][C:19]2[CH:24]=[CH:23][CH:22]=[CH:21][CH:20]=2)=[O:16])[CH2:6][CH2:5][C:4]2([C:14]3[C:9](=[CH:10][CH:11]=[CH:12][CH:13]=3)[NH:8][CH2:7]2)[CH2:3][CH2:2]1.Br[C:26]1[CH:31]=[CH:30][CH:29]=[CH:28][CH:27]=1.C(=O)([O-])[O-].[Cs+].[Cs+]. The catalyst is C([O-])(=O)C.[Pd+2].C([O-])(=O)C.O1CCOCC1. The product is [C:26]1([N:8]2[C:9]3[C:14](=[CH:13][CH:12]=[CH:11][CH:10]=3)[C:4]3([CH2:3][CH2:2][N:1]([C:15]([O:17][CH2:18][C:19]4[CH:20]=[CH:21][CH:22]=[CH:23][CH:24]=4)=[O:16])[CH2:6][CH2:5]3)[CH2:7]2)[CH:31]=[CH:30][CH:29]=[CH:28][CH:27]=1. The yield is 0.865. (4) The reactants are [Cl:1][C:2]1[C:28]([F:29])=[CH:27][CH:26]=[C:25]([F:30])[C:3]=1[CH2:4][N:5]1[C:9]2=[N:10][C:11]([C:14]3[CH:23]=[CH:22][C:17]([C:18]([O:20]C)=[O:19])=[C:16]([F:24])[CH:15]=3)=[CH:12][CH:13]=[C:8]2[N:7]=[N:6]1.[OH-].[Na+].Cl. The catalyst is CO.C1COCC1.O. The product is [Cl:1][C:2]1[C:28]([F:29])=[CH:27][CH:26]=[C:25]([F:30])[C:3]=1[CH2:4][N:5]1[C:9]2=[N:10][C:11]([C:14]3[CH:23]=[CH:22][C:17]([C:18]([OH:20])=[O:19])=[C:16]([F:24])[CH:15]=3)=[CH:12][CH:13]=[C:8]2[N:7]=[N:6]1. The yield is 0.410. (5) The reactants are [O:1]1[C:10]2[CH:9]=[C:8]([CH2:11][OH:12])[N:7]=[CH:6][C:5]=2[O:4][CH2:3][CH2:2]1. The catalyst is ClCCl.[O-2].[O-2].[Mn+4]. The product is [O:1]1[C:10]2[CH:9]=[C:8]([CH:11]=[O:12])[N:7]=[CH:6][C:5]=2[O:4][CH2:3][CH2:2]1. The yield is 0.610.